From a dataset of Retrosynthesis with 50K atom-mapped reactions and 10 reaction types from USPTO. Predict the reactants needed to synthesize the given product. (1) Given the product COc1ccc(-c2ccccc2)c2nc(NC3CCN(c4cc(C)ncn4)CC3)sc12, predict the reactants needed to synthesize it. The reactants are: COc1ccc(-c2ccccc2)c2nc(Cl)sc12.Cc1cc(N2CCC(N)CC2)ncn1. (2) The reactants are: COCCN.Cc1nn(-c2ccc(C#N)c(Cl)c2)c(C)c1Cc1ccc(C(=O)O)cc1. Given the product COCCNC(=O)c1ccc(Cc2c(C)nn(-c3ccc(C#N)c(Cl)c3)c2C)cc1, predict the reactants needed to synthesize it.